This data is from Reaction yield outcomes from USPTO patents with 853,638 reactions. The task is: Predict the reaction yield, written as a fraction of the theoretical maximum amount of product (1.0 means a 100% yield; for example, 0.34 means a 34% yield). (1) The reactants are [Si:1]([O:8][CH:9]1[CH:14]([NH:15][C:16](=[O:22])[O:17][C:18]([CH3:21])([CH3:20])[CH3:19])[CH:13]=[C:12]([C:23]2[CH:28]=[CH:27][N:26]=[CH:25][C:24]=2[N+:29]([O-])=O)[CH2:11][CH2:10]1)([C:4]([CH3:7])([CH3:6])[CH3:5])([CH3:3])[CH3:2].CO. The catalyst is CC(O)=O.[Fe]. The product is [NH2:29][C:24]1[CH:25]=[N:26][CH:27]=[CH:28][C:23]=1[C:12]1[CH2:11][CH2:10][CH:9]([O:8][Si:1]([C:4]([CH3:7])([CH3:5])[CH3:6])([CH3:3])[CH3:2])[CH:14]([NH:15][C:16](=[O:22])[O:17][C:18]([CH3:21])([CH3:20])[CH3:19])[CH:13]=1. The yield is 0.940. (2) The reactants are [H-].[H-].[H-].[H-].[Li+].[Al+3].[NH:7]1[C:11]2[CH:12]=[CH:13][C:14]([C:16](OC)=[O:17])=[CH:15][C:10]=2[N:9]=[N:8]1. The catalyst is C1COCC1. The product is [NH:7]1[C:11]2[CH:12]=[CH:13][C:14]([CH2:16][OH:17])=[CH:15][C:10]=2[N:9]=[N:8]1. The yield is 0.810. (3) The reactants are Br[C:2]1[CH:7]=[CH:6][C:5]([S:8]([CH2:11][O:12][CH3:13])(=[O:10])=[O:9])=[CH:4][CH:3]=1.[CH3:14][C@@H:15]1[CH2:19][CH2:18][CH2:17][N:16]1[CH2:20][CH2:21][C:22]1[CH:27]=[CH:26][C:25](B(O)O)=[CH:24][CH:23]=1.C1(P(C2CCCCC2)C2C=CC=CC=2C2C(C(C)C)=CC(C(C)C)=CC=2C(C)C)CCCCC1.P([O-])([O-])([O-])=O.[K+].[K+].[K+]. The catalyst is O1CCCC1.O.C(O[Pd]OC(=O)C)(=O)C. The product is [CH3:13][O:12][CH2:11][S:8]([C:5]1[CH:6]=[CH:7][C:2]([C:25]2[CH:24]=[CH:23][C:22]([CH2:21][CH2:20][N:16]3[CH2:17][CH2:18][CH2:19][C@H:15]3[CH3:14])=[CH:27][CH:26]=2)=[CH:3][CH:4]=1)(=[O:10])=[O:9]. The yield is 0.290. (4) The reactants are [Cl:1][CH2:2][S:3]([N:6]([CH2:20][CH2:21][CH2:22][N:23]([CH3:25])[CH3:24])[CH:7]1[CH2:12][CH2:11][N:10](C(OC(C)(C)C)=O)[CH2:9][CH2:8]1)(=[O:5])=[O:4].C(O)(C(F)(F)F)=O.N. The catalyst is C(Cl)Cl.O. The product is [Cl:1][CH2:2][S:3]([N:6]([CH2:20][CH2:21][CH2:22][N:23]([CH3:24])[CH3:25])[CH:7]1[CH2:12][CH2:11][NH:10][CH2:9][CH2:8]1)(=[O:4])=[O:5]. The yield is 0.810. (5) The reactants are [Cl:1][CH2:2][C:3](Cl)=[O:4].[CH2:6]([OH:14])[CH2:7][CH2:8][CH2:9][CH2:10][CH2:11][C:12]#[CH:13]. The catalyst is C(Cl)Cl. The product is [Cl:1][CH2:2][C:3]([O:14][CH2:6][CH2:7][CH2:8][CH2:9][CH2:10][CH2:11][C:12]#[CH:13])=[O:4]. The yield is 1.00. (6) The reactants are [CH3:1][O:2][C:3]([C:5]1[CH:14]=[C:13]([OH:15])[C:12]2[C:7](=[C:8]([O:17][CH2:18][C:19]3[CH:24]=[CH:23][CH:22]=[CH:21][CH:20]=3)[CH:9]=[C:10](Br)[CH:11]=2)[N:6]=1)=[O:4].[C:25]1([C:31]#C)[CH:30]=[CH:29][CH:28]=[CH:27][CH:26]=1. No catalyst specified. The product is [CH3:1][O:2][C:3]([C:5]1[CH:14]=[C:13]([OH:15])[C:12]2[C:7](=[C:8]([O:17][CH2:18][C:19]3[CH:24]=[CH:23][CH:22]=[CH:21][CH:20]=3)[CH:9]=[C:10]([C:14]#[C:5][CH2:3][O:2][CH2:31][C:25]3[CH:26]=[CH:27][CH:28]=[CH:29][CH:30]=3)[CH:11]=2)[N:6]=1)=[O:4]. The yield is 0.730. (7) The reactants are CC1(C)[C@@H:6]([CH2:7][C:8]([OH:10])=[O:9])[C:5](=[O:11])OO1.[CH2:13]1[CH2:17][O:16]CC1.B.[CH2:19]1COCC1. The catalyst is CO. The product is [OH:11][CH2:5][CH2:6][C@H:7]1[O:16][C:17]([CH3:13])([CH3:19])[O:10][C:8]1=[O:9]. The yield is 0.490. (8) The reactants are Br[C:2]1[CH:24]=[C:23]([Cl:25])[C:5]([C:6]([C:8]2[C:16]3[C:11](=[C:12]([NH:17][C:18]([CH:20]4[CH2:22][CH2:21]4)=[O:19])[N:13]=[CH:14][CH:15]=3)[NH:10][CH:9]=2)=[O:7])=[C:4]([Cl:26])[CH:3]=1.[N-:27]=[N+]=[N-].[Na+].CNCCNC.CS(C)=O. The catalyst is O. The product is [NH2:27][C:2]1[CH:24]=[C:23]([Cl:25])[C:5]([C:6]([C:8]2[C:16]3[C:11](=[C:12]([NH:17][C:18]([CH:20]4[CH2:22][CH2:21]4)=[O:19])[N:13]=[CH:14][CH:15]=3)[NH:10][CH:9]=2)=[O:7])=[C:4]([Cl:26])[CH:3]=1. The yield is 0.470. (9) The reactants are [CH2:1]1[C:5]2([CH2:10][CH2:9][NH:8][CH2:7][CH2:6]2)[CH2:4][CH2:3][N:2]1C(OC(C)(C)C)=O.[Cl:18][C:19]1[CH:24]=[CH:23][N:22]=[C:21]([CH3:25])[CH:20]=1.C(N(C(C)C)C(C)C)C. No catalyst specified. The product is [ClH:18].[ClH:18].[CH3:25][C:21]1[CH:20]=[C:19]([N:8]2[CH2:7][CH2:6][C:5]3([CH2:1][NH:2][CH2:3][CH2:4]3)[CH2:10][CH2:9]2)[CH:24]=[CH:23][N:22]=1. The yield is 0.870.